Dataset: Full USPTO retrosynthesis dataset with 1.9M reactions from patents (1976-2016). Task: Predict the reactants needed to synthesize the given product. (1) Given the product [Br:1][C:2]1[CH:3]=[C:4]2[C:8](=[CH:9][CH:10]=1)[N:7]([S:11]([C:14]1[CH:15]=[CH:16][C:17]([O:32][CH3:33])=[C:18]([N:20]3[CH2:25][CH2:24][NH:23][CH2:22][CH2:21]3)[CH:19]=1)(=[O:13])=[O:12])[CH:6]=[C:5]2[CH3:34], predict the reactants needed to synthesize it. The reactants are: [Br:1][C:2]1[CH:3]=[C:4]2[C:8](=[CH:9][CH:10]=1)[N:7]([S:11]([C:14]1[CH:15]=[CH:16][C:17]([O:32][CH3:33])=[C:18]([N:20]3[CH2:25][CH2:24][N:23](C(=O)C(Cl)(Cl)Cl)[CH2:22][CH2:21]3)[CH:19]=1)(=[O:13])=[O:12])[CH:6]=[C:5]2[CH3:34].[OH-].[K+]. (2) Given the product [Cl:1][C:2]1[CH:10]=[C:9]2[C:5]([C:6]([CH:19]=[O:20])=[CH:7][NH:8]2)=[CH:4][CH:3]=1, predict the reactants needed to synthesize it. The reactants are: [Cl:1][C:2]1[CH:10]=[C:9]2[C:5]([CH:6]=[CH:7][NH:8]2)=[CH:4][CH:3]=1.P(Cl)(Cl)(Cl)=O.CN([CH:19]=[O:20])C.